This data is from Full USPTO retrosynthesis dataset with 1.9M reactions from patents (1976-2016). The task is: Predict the reactants needed to synthesize the given product. (1) The reactants are: [CH3:1][C@H:2]1[NH:7][C@@H:6]([CH3:8])[CH2:5][N:4]([C:9]2[N:10]([CH2:31][C:32]([F:35])([F:34])[F:33])[C:11]3[C:16]([N:17]=2)=[C:15]([N:18]2[CH2:23][CH2:22][O:21][CH2:20][CH2:19]2)[N:14]=[C:13]([C:24]2[CH:25]=[N:26][C:27]([NH2:30])=[N:28][CH:29]=2)[N:12]=3)[CH2:3]1.[O:36]1CCC[CH2:37]1.CN(CCS(O)(=O)=O)C. Given the product [NH2:30][C:27]1[N:28]=[CH:29][C:24]([C:13]2[N:12]=[C:11]3[C:16]([N:17]=[C:9]([N:4]4[CH2:3][C@@H:2]([CH3:1])[N:7]([CH:37]=[O:36])[C@@H:6]([CH3:8])[CH2:5]4)[N:10]3[CH2:31][C:32]([F:35])([F:34])[F:33])=[C:15]([N:18]3[CH2:23][CH2:22][O:21][CH2:20][CH2:19]3)[N:14]=2)=[CH:25][N:26]=1, predict the reactants needed to synthesize it. (2) Given the product [Br:1][C:2]1[CH:3]=[CH:4][C:5]([C:8]2[N:9]=[C:10]([N:13]3[C:19](=[O:20])[O:18][CH2:17][C:14]43[CH2:15][CH2:16]4)[S:11][CH:12]=2)=[CH:6][CH:7]=1, predict the reactants needed to synthesize it. The reactants are: [Br:1][C:2]1[CH:7]=[CH:6][C:5]([C:8]2[N:9]=[C:10]([NH:13][C:14]3([CH2:17][OH:18])[CH2:16][CH2:15]3)[S:11][CH:12]=2)=[CH:4][CH:3]=1.[C:19](N1C=CN=C1)(N1C=CN=C1)=[O:20]. (3) Given the product [O:16]1[C:2]2[N:7]=[C:6]([C:8]([O:26][CH:23]([CH3:25])[CH3:24])=[O:9])[CH:5]=[CH:4][C:3]=2[CH2:12][NH:13][CH2:14][CH2:15]1, predict the reactants needed to synthesize it. The reactants are: Cl[C:2]1[N:7]=[C:6]([C:8](OC)=[O:9])[CH:5]=[CH:4][C:3]=1[CH2:12][NH:13][CH2:14][CH2:15][OH:16].C([O-])([O-])=O.[K+].[K+].[CH:23]([OH:26])([CH3:25])[CH3:24]. (4) The reactants are: [OH-].[Na+].[Cl:3][C:4]1[CH:29]=[CH:28][C:27]([Cl:30])=[CH:26][C:5]=1[O:6][C:7]1[C:12]([C:13]([O:15]CC)=[O:14])=[CH:11][N:10]=[C:9]([C:18]2[CH:23]=[CH:22][C:21]([CH3:24])=[C:20]([F:25])[CH:19]=2)[N:8]=1. Given the product [Cl:3][C:4]1[CH:29]=[CH:28][C:27]([Cl:30])=[CH:26][C:5]=1[O:6][C:7]1[C:12]([C:13]([OH:15])=[O:14])=[CH:11][N:10]=[C:9]([C:18]2[CH:23]=[CH:22][C:21]([CH3:24])=[C:20]([F:25])[CH:19]=2)[N:8]=1, predict the reactants needed to synthesize it. (5) The reactants are: [C:1]1([C:7]([NH2:9])=O)[CH:6]=[CH:5][CH:4]=[CH:3][CH:2]=1.C(N)C.[CH:13]1([C:16]2[N:20](C)[C:19]([CH:22]=[O:23])=[CH:18]N=2)CC1. Given the product [CH2:16]([N:20]1[C:19]([CH:22]=[O:23])=[CH:18][N:9]=[C:7]1[C:1]1[CH:6]=[CH:5][CH:4]=[CH:3][CH:2]=1)[CH3:13], predict the reactants needed to synthesize it. (6) Given the product [F:24][C:21]1[CH:22]=[CH:23][C:18]([C@@H:16]([NH:15][C:4]2[CH:3]=[C:2]([O:69][CH2:68][CH2:67][OH:70])[CH:7]=[C:6]([NH:8][C:9]3[CH:14]=[N:13][CH:12]=[CH:11][N:10]=3)[N:5]=2)[CH3:17])=[CH:19][CH:20]=1, predict the reactants needed to synthesize it. The reactants are: Cl[C:2]1[CH:7]=[C:6]([NH:8][C:9]2[CH:14]=[N:13][CH:12]=[CH:11][N:10]=2)[N:5]=[C:4]([NH:15][C@H:16]([C:18]2[CH:23]=[CH:22][C:21]([F:24])=[CH:20][CH:19]=2)[CH3:17])[CH:3]=1.P([O-])([O-])([O-])=O.[K+].[K+].[K+].C1(P(C2CCCCC2)C2C=CC=CC=2C2C(C(C)C)=CC(C(C)C)=CC=2C(C)C)CCCCC1.[CH2:67]([OH:70])[CH2:68][OH:69].